From a dataset of Forward reaction prediction with 1.9M reactions from USPTO patents (1976-2016). Predict the product of the given reaction. (1) Given the reactants [N:1]1([C:5]2[C:10]([C:11]#[N:12])=[C:9]([C:13]3[CH:18]=[CH:17][C:16]([O:19][CH2:20][CH2:21][OH:22])=[CH:15][CH:14]=3)[C:8]([C:23]#[N:24])=[C:7]([S:25][CH2:26][C:27]3[N:28]=[C:29]([C:32]4[CH:37]=[CH:36][C:35]([Cl:38])=[CH:34][CH:33]=4)[S:30][CH:31]=3)[N:6]=2)[CH2:4][CH2:3][CH2:2]1.[C:39]([O:43][C:44]([NH:46][C@H:47]([C:59](O)=[O:60])[CH2:48][CH2:49][CH2:50][NH:51][C:52]([O:54][C:55]([CH3:58])([CH3:57])[CH3:56])=[O:53])=[O:45])([CH3:42])([CH3:41])[CH3:40].ClCCl.Cl.CN(C)CCCN=C=NCC, predict the reaction product. The product is: [C:39]([O:43][C:44]([NH:46][C@H:47]([C:59]([O:22][CH2:21][CH2:20][O:19][C:16]1[CH:17]=[CH:18][C:13]([C:9]2[C:8]([C:23]#[N:24])=[C:7]([S:25][CH2:26][C:27]3[N:28]=[C:29]([C:32]4[CH:37]=[CH:36][C:35]([Cl:38])=[CH:34][CH:33]=4)[S:30][CH:31]=3)[N:6]=[C:5]([N:1]3[CH2:2][CH2:3][CH2:4]3)[C:10]=2[C:11]#[N:12])=[CH:14][CH:15]=1)=[O:60])[CH2:48][CH2:49][CH2:50][NH:51][C:52]([O:54][C:55]([CH3:58])([CH3:57])[CH3:56])=[O:53])=[O:45])([CH3:41])([CH3:40])[CH3:42]. (2) Given the reactants [OH:1][C:2]1[CH:3]=[C:4]([CH:9]=[CH:10][CH:11]=1)[C:5]([O:7][CH3:8])=[O:6].C([O-])([O-])=O.[K+].[K+].Cl[CH2:19][CH2:20][N:21]([CH3:23])[CH3:22], predict the reaction product. The product is: [CH3:22][N:21]([CH3:23])[CH2:20][CH2:19][O:1][C:2]1[CH:3]=[C:4]([CH:9]=[CH:10][CH:11]=1)[C:5]([O:7][CH3:8])=[O:6]. (3) Given the reactants [CH3:1][O:2][C:3]([C:5]1[CH:10]=[C:9]([Br:11])[C:8](=[O:12])[N:7]([CH2:13][CH:14]2[CH2:18][CH2:17][CH2:16][CH2:15]2)[C:6]=1[CH3:19])=[O:4].[Br:20]N1C(=O)CCC1=O.C(OOC(=O)C1C=CC=CC=1)(=O)C1C=CC=CC=1, predict the reaction product. The product is: [CH3:1][O:2][C:3]([C:5]1[CH:10]=[C:9]([Br:11])[C:8](=[O:12])[N:7]([CH2:13][CH:14]2[CH2:18][CH2:17][CH2:16][CH2:15]2)[C:6]=1[CH2:19][Br:20])=[O:4]. (4) Given the reactants F[C:2]1[CH:20]=[CH:19][C:5]([C:6]([N:8]([CH2:14][C:15]([F:18])([F:17])[F:16])[CH2:9][C:10]([F:13])([F:12])[F:11])=[O:7])=[CH:4][C:3]=1[N+:21]([O-:23])=[O:22].[CH:24]1([CH2:30][NH2:31])[CH2:29][CH2:28][CH2:27][CH2:26][CH2:25]1, predict the reaction product. The product is: [CH:24]1([CH2:30][NH:31][C:2]2[CH:20]=[CH:19][C:5]([C:6]([N:8]([CH2:14][C:15]([F:17])([F:16])[F:18])[CH2:9][C:10]([F:12])([F:13])[F:11])=[O:7])=[CH:4][C:3]=2[N+:21]([O-:23])=[O:22])[CH2:29][CH2:28][CH2:27][CH2:26][CH2:25]1. (5) Given the reactants [Cl:1][C:2]1[CH:7]=[CH:6][C:5]([CH2:8][C:9]2[C:18]3[C:13](=[CH:14][CH:15]=[CH:16][CH:17]=3)[C:12](=[O:19])[N:11]([CH2:20][C@H:21]3[CH2:25][CH2:24][CH2:23][NH:22]3)[N:10]=2)=[CH:4][CH:3]=1.C(S(O[CH2:32][CH2:33][CH2:34][CH2:35][NH:36][S:37]([CH2:40][CH3:41])(=[O:39])=[O:38])(=O)=O)C.C(=O)([O-])O.[Na+].[I-].[Na+], predict the reaction product. The product is: [ClH:1].[Cl:1][C:2]1[CH:7]=[CH:6][C:5]([CH2:8][C:9]2[C:18]3[C:13](=[CH:14][CH:15]=[CH:16][CH:17]=3)[C:12](=[O:19])[N:11]([CH2:20][C@H:21]3[CH2:25][CH2:24][CH2:23][N:22]3[CH2:32][CH2:33][CH2:34][CH2:35][NH:36][S:37]([CH2:40][CH3:41])(=[O:39])=[O:38])[N:10]=2)=[CH:4][CH:3]=1. (6) Given the reactants Br[C:2]1[CH:3]=[C:4]([C:8]([O:10][CH3:11])=[O:9])[S:5][C:6]=1[CH3:7].[CH3:12][N:13]1[C:17](B2OC(C)(C)C(C)(C)O2)=[CH:16][CH:15]=[N:14]1.C([O-])([O-])=O.[K+].[K+], predict the reaction product. The product is: [CH3:7][C:6]1[S:5][C:4]([C:8]([O:10][CH3:11])=[O:9])=[CH:3][C:2]=1[C:17]1[N:13]([CH3:12])[N:14]=[CH:15][CH:16]=1.